This data is from Full USPTO retrosynthesis dataset with 1.9M reactions from patents (1976-2016). The task is: Predict the reactants needed to synthesize the given product. Given the product [F:1][C:2]1[CH:3]=[C:4]([CH:13]([C:14]([CH2:23][CH3:24])=[O:16])[CH3:19])[CH:5]=[CH:6][C:7]=1[NH:8][S:9]([CH3:12])(=[O:10])=[O:11], predict the reactants needed to synthesize it. The reactants are: [F:1][C:2]1[CH:3]=[C:4]([CH:13]([CH3:19])[C:14]([O:16]CC)=O)[CH:5]=[CH:6][C:7]=1[NH:8][S:9]([CH3:12])(=[O:11])=[O:10].[OH-].[Li+].Cl.[CH2:23]1COC[CH2:24]1.